From a dataset of Full USPTO retrosynthesis dataset with 1.9M reactions from patents (1976-2016). Predict the reactants needed to synthesize the given product. (1) Given the product [O:18]1[CH2:4][CH:17]1[C:16]1[CH:15]=[CH:14][C:13]([C:9]2[S:8][CH:12]=[CH:11][N:10]=2)=[CH:20][CH:19]=1, predict the reactants needed to synthesize it. The reactants are: [H-].[Na+].[I-].[CH3:4][S+](C)C.[S:8]1[CH:12]=[CH:11][N:10]=[C:9]1[C:13]1[CH:20]=[CH:19][C:16]([CH:17]=[O:18])=[CH:15][CH:14]=1.O. (2) Given the product [CH2:1]([N:8]1[CH2:16][C:15]2[C:10](=[CH:11][CH:12]=[C:13]([C:20]3([OH:22])[CH2:21][O:18][CH2:19]3)[CH:14]=2)[CH2:9]1)[C:2]1[CH:7]=[CH:6][CH:5]=[CH:4][CH:3]=1, predict the reactants needed to synthesize it. The reactants are: [CH2:1]([N:8]1[CH2:16][C:15]2[C:10](=[CH:11][CH:12]=[C:13](Br)[CH:14]=2)[CH2:9]1)[C:2]1[CH:7]=[CH:6][CH:5]=[CH:4][CH:3]=1.[O:18]1[CH2:21][C:20](=[O:22])[CH2:19]1. (3) Given the product [Cl:1][C:2]1[CH:10]=[CH:9][C:8]2[N:7]([CH2:18][C:19]([N:21]3[CH2:26][CH2:25][CH:24]([CH3:27])[CH2:23][CH2:22]3)=[O:20])[C:6]3[CH2:11][CH2:12][N:13]([CH3:16])[CH2:14][CH2:15][C:5]=3[C:4]=2[CH:3]=1, predict the reactants needed to synthesize it. The reactants are: [Cl:1][C:2]1[CH:10]=[CH:9][C:8]2[NH:7][C:6]3[CH2:11][CH2:12][N:13]([CH3:16])[CH2:14][CH2:15][C:5]=3[C:4]=2[CH:3]=1.Cl[CH2:18][C:19]([N:21]1[CH2:26][CH2:25][CH:24]([CH3:27])[CH2:23][CH2:22]1)=[O:20].